From a dataset of NCI-60 drug combinations with 297,098 pairs across 59 cell lines. Regression. Given two drug SMILES strings and cell line genomic features, predict the synergy score measuring deviation from expected non-interaction effect. Drug 1: CC1=C(C=C(C=C1)NC2=NC=CC(=N2)N(C)C3=CC4=NN(C(=C4C=C3)C)C)S(=O)(=O)N.Cl. Drug 2: C1CCN(CC1)CCOC2=CC=C(C=C2)C(=O)C3=C(SC4=C3C=CC(=C4)O)C5=CC=C(C=C5)O. Cell line: T-47D. Synergy scores: CSS=21.3, Synergy_ZIP=1.16, Synergy_Bliss=10.1, Synergy_Loewe=10.2, Synergy_HSA=11.8.